The task is: Predict the reaction yield, written as a fraction of the theoretical maximum amount of product (1.0 means a 100% yield; for example, 0.34 means a 34% yield).. This data is from Reaction yield outcomes from USPTO patents with 853,638 reactions. (1) The reactants are [CH3:1][O:2][C:3]1[CH:4]=[C:5](B(O)O)[CH:6]=[CH:7][C:8]=1[O:9][CH3:10].C(=O)([O-])[O-].[Na+].[Na+].Br[C:21]1[CH:22]=[C:23]([CH:26]=[CH:27][C:28]=1[O:29][CH3:30])[CH:24]=[O:25]. The catalyst is O.C(COC)OC.C(OCC)(=O)C.C1C=CC([P]([Pd]([P](C2C=CC=CC=2)(C2C=CC=CC=2)C2C=CC=CC=2)([P](C2C=CC=CC=2)(C2C=CC=CC=2)C2C=CC=CC=2)[P](C2C=CC=CC=2)(C2C=CC=CC=2)C2C=CC=CC=2)(C2C=CC=CC=2)C2C=CC=CC=2)=CC=1. The product is [CH3:30][O:29][C:28]1[CH:27]=[CH:26][C:23]([CH:24]=[O:25])=[CH:22][C:21]=1[C:5]1[CH:6]=[CH:7][C:8]([O:9][CH3:10])=[C:3]([O:2][CH3:1])[CH:4]=1. The yield is 0.979. (2) The reactants are [CH2:1]([O:3][C:4](=[O:35])[CH2:5][N:6]1[C:14]2[CH2:13][CH2:12][CH2:11][CH:10]([NH:15][S:16]([C:19]3[CH:24]=[C:23]([C:25]#[C:26][Si](C)(C)C)[CH:22]=[C:21]([C:31]([F:34])([F:33])[F:32])[CH:20]=3)(=[O:18])=[O:17])[C:9]=2[CH:8]=[N:7]1)[CH3:2].[F-].[K+]. The catalyst is CN(C)C=O.O. The product is [CH2:1]([O:3][C:4](=[O:35])[CH2:5][N:6]1[C:14]2[CH2:13][CH2:12][CH2:11][CH:10]([NH:15][S:16]([C:19]3[CH:20]=[C:21]([C:31]([F:33])([F:34])[F:32])[CH:22]=[C:23]([C:25]#[CH:26])[CH:24]=3)(=[O:18])=[O:17])[C:9]=2[CH:8]=[N:7]1)[CH3:2]. The yield is 0.982. (3) The reactants are [Cl:1][C:2]1[CH:7]=[CH:6][C:5]([C:8]2[CH:13]=[CH:12][CH:11]=[C:10]([F:14])[CH:9]=2)=[CH:4][C:3]=1[CH2:15][NH:16][C:17]1[C:18]([F:31])=[C:19]([CH:27]=[CH:28][C:29]=1[F:30])[O:20][CH2:21][C:22]([O:24]CC)=[O:23].[OH-].[Na+]. The catalyst is C1COCC1. The product is [Cl:1][C:2]1[CH:7]=[CH:6][C:5]([C:8]2[CH:13]=[CH:12][CH:11]=[C:10]([F:14])[CH:9]=2)=[CH:4][C:3]=1[CH2:15][NH:16][C:17]1[C:18]([F:31])=[C:19]([CH:27]=[CH:28][C:29]=1[F:30])[O:20][CH2:21][C:22]([OH:24])=[O:23]. The yield is 0.880. (4) The reactants are [CH2:1]([OH:13])[CH2:2][O:3][CH2:4][CH2:5][O:6][CH2:7][CH2:8][O:9][CH2:10][CH2:11][OH:12].[OH-].[Na+].[CH2:16](Cl)[C:17]1[CH:22]=[CH:21][CH:20]=[CH:19][CH:18]=1. The catalyst is [Na+].[Cl-]. The product is [CH2:16]([O:12][CH2:11][CH2:10][O:9][CH2:8][CH2:7][O:6][CH2:5][CH2:4][O:3][CH2:2][CH2:1][OH:13])[C:17]1[CH:22]=[CH:21][CH:20]=[CH:19][CH:18]=1. The yield is 0.710. (5) The reactants are [Cl:1][C:2]1[N:3]=[CH:4][N:5](COCC[Si](C)(C)C)[C:6]=1[C:7]([NH:9][CH2:10][C:11]1[CH:16]=[CH:15][C:14]([Cl:17])=[C:13]([O:18][C:19]2[CH:24]=[C:23]([C:25]#[CH:26])[CH:22]=[C:21]([C:27]#[N:28])[CH:20]=2)[C:12]=1[F:29])=[O:8].C(O)(C(F)(F)F)=O. The catalyst is C(Cl)Cl. The product is [Cl:1][C:2]1[N:3]=[CH:4][NH:5][C:6]=1[C:7]([NH:9][CH2:10][C:11]1[CH:16]=[CH:15][C:14]([Cl:17])=[C:13]([O:18][C:19]2[CH:24]=[C:23]([C:25]#[CH:26])[CH:22]=[C:21]([C:27]#[N:28])[CH:20]=2)[C:12]=1[F:29])=[O:8]. The yield is 0.540. (6) The reactants are [CH3:1][N:2]([CH3:32])[C:3]([C:5]1[N:26]([CH:27]2[CH2:31][CH2:30][CH2:29][CH2:28]2)[C:8]2[N:9]=[C:10]([NH:13][C:14]3[CH:19]=[CH:18][C:17]([N:20]4[CH2:25][CH2:24][NH:23][CH2:22][CH2:21]4)=[CH:16][N:15]=3)[N:11]=[CH:12][C:7]=2[CH:6]=1)=[O:4].Br[CH2:34][CH:35]([CH3:38])[CH2:36][CH3:37]. No catalyst specified. The product is [CH3:1][N:2]([CH3:32])[C:3]([C:5]1[N:26]([CH:27]2[CH2:31][CH2:30][CH2:29][CH2:28]2)[C:8]2[N:9]=[C:10]([NH:13][C:14]3[CH:19]=[CH:18][C:17]([N:20]4[CH2:21][CH2:22][N:23]([CH2:34][CH:35]([CH3:38])[CH2:36][CH3:37])[CH2:24][CH2:25]4)=[CH:16][N:15]=3)[N:11]=[CH:12][C:7]=2[CH:6]=1)=[O:4]. The yield is 0.420.